From a dataset of Full USPTO retrosynthesis dataset with 1.9M reactions from patents (1976-2016). Predict the reactants needed to synthesize the given product. (1) The reactants are: [Cl:1][C:2]1[C:3]([C:8]([OH:10])=O)=[N:4][CH:5]=[CH:6][N:7]=1.CN(C(ON1N=NC2C=CC=CC1=2)=[N+](C)C)C.[B-](F)(F)(F)F.C(N(C(C)C)CC)(C)C.Cl.[CH:43]1[C:52]2[C:47](=[CH:48][CH:49]=[CH:50][CH:51]=2)[CH:46]=[CH:45][C:44]=1[CH2:53][CH2:54][O:55][CH2:56][C:57]([NH2:59])=[NH:58]. Given the product [NH:58]=[C:57]([NH:59][C:8]([C:3]1[C:2]([Cl:1])=[N:7][CH:6]=[CH:5][N:4]=1)=[O:10])[CH2:56][O:55][CH2:54][CH2:53][C:44]1[CH:45]=[CH:46][C:47]2[C:52](=[CH:51][CH:50]=[CH:49][CH:48]=2)[CH:43]=1, predict the reactants needed to synthesize it. (2) Given the product [CH3:18][O:17][C:10]1[CH:9]=[C:8]([C:5]2[O:4][C:3]([CH2:2][N:19]3[CH2:23][CH2:22][CH2:21][CH2:20]3)=[N:7][N:6]=2)[CH:13]=[CH:12][C:11]=1[N+:14]([O-:16])=[O:15], predict the reactants needed to synthesize it. The reactants are: Cl[CH2:2][C:3]1[O:4][C:5]([C:8]2[CH:13]=[CH:12][C:11]([N+:14]([O-:16])=[O:15])=[C:10]([O:17][CH3:18])[CH:9]=2)=[N:6][N:7]=1.[NH:19]1[CH2:23][CH2:22][CH2:21][CH2:20]1. (3) Given the product [Cl:1][C:2]1[CH:3]=[C:4]([CH:24]=[CH:25][C:26]=1[S:27][C:28]1[N:32]([CH2:34][C:35](=[O:36])[N:37]([CH2:40][CH3:41])[CH2:38][CH3:39])[CH:31]=[CH:30][N:29]=1)[NH:5][C:6]1[C:15]2[C:10](=[CH:11][CH:12]=[CH:13][C:14]=2[O:16][CH:17]2[CH2:22][CH2:21][N:20]([CH3:23])[CH2:19][CH2:18]2)[N:9]=[CH:8][N:7]=1, predict the reactants needed to synthesize it. The reactants are: [Cl:1][C:2]1[CH:3]=[C:4]([CH:24]=[CH:25][C:26]=1[S:27][C:28]1[NH:29][CH:30]=[CH:31][N:32]=1)[NH:5][C:6]1[C:15]2[C:10](=[CH:11][CH:12]=[CH:13][C:14]=2[O:16][CH:17]2[CH2:22][CH2:21][N:20]([CH3:23])[CH2:19][CH2:18]2)[N:9]=[CH:8][N:7]=1.Cl[CH2:34][C:35]([N:37]([CH2:40][CH3:41])[CH2:38][CH3:39])=[O:36]. (4) The reactants are: Cl[C:2]1[C:3]([O:16][CH2:17][C:18]23[CH2:27][CH:22]4[CH2:23][CH:24]([CH2:26][CH:20]([C:21]4([F:29])[F:28])[CH2:19]2)[CH2:25]3)=[CH:4][C:5]([F:15])=[C:6]([CH:14]=1)[C:7]([O:9][C:10]([CH3:13])([CH3:12])[CH3:11])=[O:8].[CH:30]1(B(O)O)[CH2:32][CH2:31]1.P([O-])([O-])([O-])=O.[K+].[K+].[K+].F[B-](F)(F)F.C1(P(C2CCCCC2)C2CCCCC2)CCCCC1. Given the product [CH:30]1([C:2]2[C:3]([O:16][CH2:17][C:18]34[CH2:19][CH:20]5[CH2:26][CH:24]([CH2:23][CH:22]([C:21]5([F:28])[F:29])[CH2:27]3)[CH2:25]4)=[CH:4][C:5]([F:15])=[C:6]([CH:14]=2)[C:7]([O:9][C:10]([CH3:12])([CH3:11])[CH3:13])=[O:8])[CH2:32][CH2:31]1, predict the reactants needed to synthesize it. (5) Given the product [CH3:33][C@@H:30]([CH2:31][CH3:32])[C@H:22]([N:21]1[CH2:20][CH2:19][N:18]([CH2:34][C:35]2[N:39]([CH3:45])[C:38]3[CH:41]=[CH:42][CH:43]=[CH:44][C:37]=3[N:36]=2)[C:16]1=[O:15])[C:23]([O:25][C:26]([CH3:27])([CH3:29])[CH3:28])=[O:24], predict the reactants needed to synthesize it. The reactants are: C1C2C(C[O:15][C:16]([N:18]([CH2:34][C:35]3[N:39](C)[C:38]4[CH:41]=[CH:42][CH:43]=[CH:44][C:37]=4[N:36]=3)[CH2:19][CH2:20][NH:21][C@@H:22]([C@@H:30]([CH3:33])[CH2:31][CH3:32])[C:23]([O:25][C:26]([CH3:29])([CH3:28])[CH3:27])=[O:24])=O)C3C(=CC=CC=3)C=2C=CC=1.[CH2:45](NCC)C.C(=O)(OC1C=CC([N+]([O-])=O)=CC=1)OC1C=CC([N+]([O-])=O)=CC=1.